This data is from Forward reaction prediction with 1.9M reactions from USPTO patents (1976-2016). The task is: Predict the product of the given reaction. (1) Given the reactants [CH3:1][CH:2]([CH3:12])[CH2:3][C@H:4]([NH:7][CH2:8][CH:9]([CH3:11])[CH3:10])[CH2:5]O.O=S(Cl)[Cl:15], predict the reaction product. The product is: [ClH:15].[Cl:15][CH2:5][C@@H:4]([NH:7][CH2:8][CH:9]([CH3:11])[CH3:10])[CH2:3][CH:2]([CH3:12])[CH3:1]. (2) Given the reactants [CH3:1][O:2][C:3]1[N:8]=[CH:7][C:6]([C:9]2[C:10]3[N:11]([N:15]=[C:16]([NH2:18])[N:17]=3)[CH:12]=[CH:13][CH:14]=2)=[CH:5][CH:4]=1.Br[C:20]1[CH:25]=[CH:24][C:23]([N:26]2[CH2:31][CH2:30][O:29][CH2:28][CH2:27]2)=[CH:22][CH:21]=1, predict the reaction product. The product is: [C:20]1([NH:18][C:16]2[N:17]=[C:10]3[C:9]([C:6]4[CH:7]=[N:8][CH:3]=[CH:4][CH:5]=4)=[CH:14][CH:13]=[CH:12][N:11]3[N:15]=2)[CH:25]=[CH:24][CH:23]=[CH:22][CH:21]=1.[CH3:1][O:2][C:3]1[N:8]=[CH:7][C:6]([C:9]2[C:10]3[N:11]([N:15]=[C:16]([NH:18][C:20]4[CH:21]=[CH:22][C:23]([N:26]5[CH2:27][CH2:28][O:29][CH2:30][CH2:31]5)=[CH:24][CH:25]=4)[N:17]=3)[CH:12]=[CH:13][CH:14]=2)=[CH:5][CH:4]=1. (3) Given the reactants O[CH2:2][CH:3]1[O:7][N:6]=[C:5]([C:8]2[N:13]=[CH:12][C:11]([C:14]3[CH:19]=[CH:18][C:17]([N:20]4[CH2:24][C@H:23]([CH2:25][NH:26][C:27](=[O:29])[CH3:28])[O:22][C:21]4=[O:30])=[CH:16][C:15]=3[F:31])=[CH:10][CH:9]=2)[CH2:4]1.C1(P(C2C=CC=CC=2)C2C=CC=CC=2)C=CC=CC=1.C(Cl)(Cl)(Cl)[Cl:52], predict the reaction product. The product is: [Cl:52][CH2:2][CH:3]1[O:7][N:6]=[C:5]([C:8]2[N:13]=[CH:12][C:11]([C:14]3[CH:19]=[CH:18][C:17]([N:20]4[CH2:24][C@H:23]([CH2:25][NH:26][C:27](=[O:29])[CH3:28])[O:22][C:21]4=[O:30])=[CH:16][C:15]=3[F:31])=[CH:10][CH:9]=2)[CH2:4]1.